Dataset: Peptide-MHC class I binding affinity with 185,985 pairs from IEDB/IMGT. Task: Regression. Given a peptide amino acid sequence and an MHC pseudo amino acid sequence, predict their binding affinity value. This is MHC class I binding data. (1) The peptide sequence is MPRLSRNAA. The MHC is HLA-A26:01 with pseudo-sequence HLA-A26:01. The binding affinity (normalized) is 0.0847. (2) The peptide sequence is EYKKFIATF. The MHC is HLA-A26:03 with pseudo-sequence HLA-A26:03. The binding affinity (normalized) is 0.0847. (3) The peptide sequence is ATADLELAY. The MHC is HLA-A02:06 with pseudo-sequence HLA-A02:06. The binding affinity (normalized) is 0.277.